From a dataset of TCR-epitope binding with 47,182 pairs between 192 epitopes and 23,139 TCRs. Binary Classification. Given a T-cell receptor sequence (or CDR3 region) and an epitope sequence, predict whether binding occurs between them. (1) The epitope is KTSVDCTMYI. The TCR CDR3 sequence is CASSEGSYNEQFF. Result: 0 (the TCR does not bind to the epitope). (2) The epitope is SLYNTVATL. The TCR CDR3 sequence is CASSQEVGSGNTIYF. Result: 0 (the TCR does not bind to the epitope).